From a dataset of Catalyst prediction with 721,799 reactions and 888 catalyst types from USPTO. Predict which catalyst facilitates the given reaction. (1) Reactant: [NH2:1][OH:2].O.[F:4][C:5]([F:18])([F:17])[O:6][C:7]1[CH:8]=[C:9]([S:13](Cl)(=[O:15])=[O:14])[CH:10]=[CH:11][CH:12]=1. Product: [OH:2][NH:1][S:13]([C:9]1[CH:10]=[CH:11][CH:12]=[C:7]([O:6][C:5]([F:18])([F:17])[F:4])[CH:8]=1)(=[O:15])=[O:14]. The catalyst class is: 1. (2) Reactant: [CH2:1]([NH:8][C:9]([C:11]1[CH:20]=[CH:19][C:14]([C:15]([O:17]C)=[O:16])=[CH:13][CH:12]=1)=[O:10])[C:2]1[CH:7]=[CH:6][CH:5]=[CH:4][CH:3]=1.[Li+].[OH-]. Product: [CH2:1]([NH:8][C:9]([C:11]1[CH:12]=[CH:13][C:14]([C:15]([OH:17])=[O:16])=[CH:19][CH:20]=1)=[O:10])[C:2]1[CH:3]=[CH:4][CH:5]=[CH:6][CH:7]=1. The catalyst class is: 20.